This data is from Forward reaction prediction with 1.9M reactions from USPTO patents (1976-2016). The task is: Predict the product of the given reaction. (1) Given the reactants Cl[CH2:2][CH2:3][CH2:4][CH2:5][O:6][CH2:7][CH:8]=[CH2:9].[OH:10][C:11]1[CH:19]=[CH:18][C:14]([C:15]([OH:17])=[O:16])=[CH:13][CH:12]=1.C(=O)([O-])[O-].[K+].[K+].CN(C)C=O, predict the reaction product. The product is: [CH2:7]([O:6][CH2:5][CH2:4][CH2:3][CH2:2][O:10][C:11]1[CH:19]=[CH:18][C:14]([C:15]([OH:17])=[O:16])=[CH:13][CH:12]=1)[CH:8]=[CH2:9]. (2) Given the reactants Br[C:2]1[C:3]([CH3:9])=[C:4]([OH:8])[CH:5]=[CH:6][CH:7]=1.[Cu][C:11]#[N:12].O, predict the reaction product. The product is: [OH:8][C:4]1[C:3]([CH3:9])=[C:2]([CH:7]=[CH:6][CH:5]=1)[C:11]#[N:12].